From a dataset of Full USPTO retrosynthesis dataset with 1.9M reactions from patents (1976-2016). Predict the reactants needed to synthesize the given product. (1) The reactants are: [F:1][C:2]1[CH:7]=[CH:6][C:5]([C:8]2[CH:13]=[CH:12][N:11]=[CH:10][C:9]=2[N:14]([CH3:28])[C:15](=[O:27])[C:16]2[CH:21]=[C:20]([C:22]([F:25])([F:24])[F:23])[CH:19]=[C:18]([SH:26])[CH:17]=2)=[C:4]([O:29][CH3:30])[CH:3]=1.Br[CH2:32][CH2:33][CH2:34][C:35]([OH:37])=[O:36].CCN(C(C)C)C(C)C.[NH4+].[Cl-]. Given the product [F:1][C:2]1[CH:7]=[CH:6][C:5]([C:8]2[CH:13]=[CH:12][N:11]=[CH:10][C:9]=2[N:14]([CH3:28])[C:15]([C:16]2[CH:17]=[C:18]([S:26][CH2:32][CH2:33][CH2:34][C:35]([OH:37])=[O:36])[CH:19]=[C:20]([C:22]([F:25])([F:24])[F:23])[CH:21]=2)=[O:27])=[C:4]([O:29][CH3:30])[CH:3]=1, predict the reactants needed to synthesize it. (2) Given the product [CH2:31]([C:13]([C:10]1[CH:9]=[CH:8][C:7]([O:6][CH2:5][C:4]([OH:33])=[O:3])=[CH:12][CH:11]=1)=[C:14]([C:23]1[CH:28]=[CH:27][C:26]([O:29][CH3:30])=[CH:25][CH:24]=1)[C:15]1[CH:20]=[CH:19][C:18]([O:21][CH3:22])=[CH:17][CH:16]=1)[CH3:32], predict the reactants needed to synthesize it. The reactants are: C([O:3][C:4](=[O:33])[CH2:5][O:6][C:7]1[CH:12]=[CH:11][C:10]([C:13]([CH2:31][CH3:32])=[C:14]([C:23]2[CH:28]=[CH:27][C:26]([O:29][CH3:30])=[CH:25][CH:24]=2)[C:15]2[CH:20]=[CH:19][C:18]([O:21][CH3:22])=[CH:17][CH:16]=2)=[CH:9][CH:8]=1)C.[OH-].[Na+].C1COCC1.